This data is from Reaction yield outcomes from USPTO patents with 853,638 reactions. The task is: Predict the reaction yield, written as a fraction of the theoretical maximum amount of product (1.0 means a 100% yield; for example, 0.34 means a 34% yield). (1) The reactants are [CH2:1]([O:8][C:9]1[CH:14]=[CH:13][C:12]([C:15](=O)[CH3:16])=[C:11]([O:18]COC)[CH:10]=1)[C:2]1[CH:7]=[CH:6][CH:5]=[CH:4][CH:3]=1.[OH-].[K+].O.NN.Cl. The catalyst is C(O)CO. The product is [CH2:1]([O:8][C:9]1[CH:14]=[CH:13][C:12]([CH2:15][CH3:16])=[C:11]([OH:18])[CH:10]=1)[C:2]1[CH:3]=[CH:4][CH:5]=[CH:6][CH:7]=1. The yield is 0.560. (2) The reactants are [C:1]([O:5][C:6]([N:8]1[CH:13]([CH3:14])[CH2:12][N:11]([C:15]2[CH:20]=[CH:19][CH:18]=[CH:17][C:16]=2[N+:21]([O-])=O)[CH2:10][CH:9]1[CH3:24])=[O:7])([CH3:4])([CH3:3])[CH3:2]. The catalyst is [Pd].C(O)C. The product is [C:1]([O:5][C:6]([N:8]1[CH:13]([CH3:14])[CH2:12][N:11]([C:15]2[CH:20]=[CH:19][CH:18]=[CH:17][C:16]=2[NH2:21])[CH2:10][CH:9]1[CH3:24])=[O:7])([CH3:2])([CH3:3])[CH3:4]. The yield is 0.870. (3) The reactants are [Br:1][C:2]1[C:3](Cl)=[C:4]([Cl:15])[C:5]([N:8]2[C:12]([CH3:13])=[CH:11][CH:10]=[C:9]2[CH3:14])=[N:6][CH:7]=1.C([N:24]1[CH2:34][CH2:33][C:27]2([C:31](=[O:32])[NH:30][CH2:29][CH2:28]2)[CH2:26][CH2:25]1)(OC(C)(C)C)=O.C(N(CC)CC)C. The catalyst is CN1C(=O)CCC1. The product is [Br:1][C:2]1[C:3]([N:24]2[CH2:34][CH2:33][C:27]3([C:31](=[O:32])[NH:30][CH2:29][CH2:28]3)[CH2:26][CH2:25]2)=[C:4]([Cl:15])[C:5]([N:8]2[C:12]([CH3:13])=[CH:11][CH:10]=[C:9]2[CH3:14])=[N:6][CH:7]=1. The yield is 0.500. (4) The reactants are [OH:1][CH2:2][C:3]([CH3:30])([CH3:29])[CH2:4][C:5]1[CH:6]=[C:7]([C:11]2([C:17]3[CH:18]=[C:19]([CH2:23][C:24]([CH3:28])([CH3:27])[CH2:25][OH:26])[CH:20]=[CH:21][CH:22]=3)SCCCS2)[CH:8]=[CH:9][CH:10]=1.CC(C)=[O:33]. The catalyst is CN(C=O)C.[Cu]=O.[Cu](Cl)Cl. The product is [OH:1][CH2:2][C:3]([CH3:30])([CH3:29])[CH2:4][C:5]1[CH:6]=[C:7]([C:11]([C:17]2[CH:22]=[CH:21][CH:20]=[C:19]([CH2:23][C:24]([CH3:28])([CH3:27])[CH2:25][OH:26])[CH:18]=2)=[O:33])[CH:8]=[CH:9][CH:10]=1. The yield is 0.710. (5) The product is [O:18]1[CH2:19][CH:20]=[C:15]([C:14]2[N:13]3[C:8]([CH:9]=[CH:10][CH:11]=[CH:12]3)=[CH:7][C:6]=2[CH:4]([NH2:1])[CH3:5])[CH2:16][CH2:17]1. The yield is 0.780. The reactants are [N:1]([CH:4]([C:6]1[CH:7]=[C:8]2[N:13]([C:14]=1[C:15]1[CH2:16][CH2:17][O:18][CH2:19][CH:20]=1)[CH:12]=[CH:11][CH:10]=[CH:9]2)[CH3:5])=[N+]=[N-]. The catalyst is O. (6) The reactants are C([Li])CCC.C[Si](C)(C)[NH:8][Si](C)(C)C.[Cl:15][C:16]1[CH:23]=[CH:22][C:19]([C:20]#[N:21])=[C:18]([F:24])[C:17]=1[O:25][CH3:26].Cl. The catalyst is C(OCC)C. The product is [Cl:15][C:16]1[CH:23]=[CH:22][C:19]([C:20]([NH2:8])=[NH:21])=[C:18]([F:24])[C:17]=1[O:25][CH3:26]. The yield is 0.750.